This data is from Catalyst prediction with 721,799 reactions and 888 catalyst types from USPTO. The task is: Predict which catalyst facilitates the given reaction. Reactant: [CH3:1][O:2][C:3]1[CH:4]=[C:5]2[C:10](=[CH:11][C:12]=1[O:13][CH3:14])[N:9]=[CH:8][N:7]=[C:6]2[O:15][C:16]1[CH:21]=[CH:20][C:19]([NH:22][C:23](=O)[CH2:24][O:25][C:26]2[CH:31]=[CH:30][CH:29]=[CH:28][C:27]=2[CH3:32])=[CH:18][CH:17]=1.Cl.[OH-].[Na+]. Product: [CH3:1][O:2][C:3]1[CH:4]=[C:5]2[C:10](=[CH:11][C:12]=1[O:13][CH3:14])[N:9]=[CH:8][N:7]=[C:6]2[O:15][C:16]1[CH:17]=[CH:18][C:19]([NH:22][CH2:23][CH2:24][O:25][C:26]2[CH:31]=[CH:30][CH:29]=[CH:28][C:27]=2[CH3:32])=[CH:20][CH:21]=1. The catalyst class is: 7.